From a dataset of Reaction yield outcomes from USPTO patents with 853,638 reactions. Predict the reaction yield, written as a fraction of the theoretical maximum amount of product (1.0 means a 100% yield; for example, 0.34 means a 34% yield). (1) The reactants are [C:1]1([CH3:22])[CH:6]=[CH:5][C:4]([S:7]([N:10]2[C:14]3[N:15]=[CH:16][N:17]=[C:18]([C:19](=[O:21])[CH3:20])[C:13]=3[CH:12]=[CH:11]2)(=[O:9])=[O:8])=[CH:3][CH:2]=1.[BrH:23].BrBr. The catalyst is C(O)(=O)C. The product is [Br:23][CH2:20][C:19]([C:18]1[C:13]2[CH:12]=[CH:11][N:10]([S:7]([C:4]3[CH:3]=[CH:2][C:1]([CH3:22])=[CH:6][CH:5]=3)(=[O:9])=[O:8])[C:14]=2[N:15]=[CH:16][N:17]=1)=[O:21]. The yield is 0.566. (2) The reactants are [CH3:1][O:2][C:3](=[O:9])[C@H:4]([CH:6]([CH3:8])[CH3:7])[NH2:5].[CH2:10]1[CH2:16][S:13](=[O:15])(=[O:14])[O:12][CH2:11]1. The catalyst is C1COCC1. The product is [CH3:1][O:2][C:3]([C@@H:4]([NH:5][CH2:11][CH2:10][CH2:16][S:13]([OH:15])(=[O:14])=[O:12])[CH:6]([CH3:8])[CH3:7])=[O:9]. The yield is 0.500. (3) The reactants are [H-].[Na+].[CH3:3][NH:4][CH2:5][CH2:6][OH:7].[NH2:8][C:9]1[CH:16]=[CH:15][CH:14]=[C:13](F)[C:10]=1[C:11]#[N:12]. The catalyst is C1COCC1. The product is [NH2:8][C:9]1[CH:16]=[CH:15][CH:14]=[C:13]([O:7][CH2:6][CH2:5][NH:4][CH3:3])[C:10]=1[C:11]#[N:12]. The yield is 0.430. (4) The reactants are S(Cl)(Cl)=O.[NH2:5][CH:6]([C:11]1[CH:16]=[CH:15][CH:14]=[CH:13][C:12]=1[Cl:17])[CH2:7][C:8]([OH:10])=[O:9].[CH3:18]O. No catalyst specified. The product is [CH3:18][O:9][C:8](=[O:10])[CH2:7][CH:6]([NH2:5])[C:11]1[CH:16]=[CH:15][CH:14]=[CH:13][C:12]=1[Cl:17]. The yield is 1.00. (5) The reactants are [Cl:1][C:2]1[C:3]([CH2:15][CH2:16][C:17]2[CH:22]=[CH:21][CH:20]=[CH:19][C:18]=2[CH:23]([CH3:27])[C:24]([NH2:26])=[O:25])=[N:4][C:5]([NH:8][C:9]2[CH:10]=N[N:12]([CH3:14])[CH:13]=2)=[N:6][CH:7]=1.N[C:29]1C=NC=CC=1.CC1(C)C2C(=C(P(C3C=CC=CC=3)C3C=CC=CC=3)C=CC=2)OC2C(P(C3C=CC=CC=3)C3C=CC=CC=3)=CC=CC1=2.C([O-])([O-])=O.[Cs+].[Cs+]. The catalyst is O1CCOCC1.C([O-])(=O)C.[Pd+2].C([O-])(=O)C. The product is [Cl:1][C:2]1[C:3]([CH2:15][CH2:16][C:17]2[CH:22]=[CH:21][CH:20]=[CH:19][C:18]=2[CH:23]([CH3:27])[C:24]([NH2:26])=[O:25])=[N:4][C:5]([NH:8][C:9]2[CH:13]=[N:12][CH:14]=[CH:29][CH:10]=2)=[N:6][CH:7]=1. The yield is 0.310. (6) The reactants are [CH3:1][O:2][C:3]1[N:8]=[CH:7][C:6]([C:9]2[CH:10]=[C:11]3[C:16](=[CH:17][CH:18]=2)[N:15]=[CH:14][N:13]=[C:12]3[C:19]2[CH:20]=[C:21]([C:25]([N:27]3[CH2:32][CH2:31][NH:30][CH2:29][C@@H:28]3[CH3:33])=[O:26])[CH:22]=[CH:23][CH:24]=2)=[CH:5][CH:4]=1.C=O.[BH3-][C:37]#N.[Na+]. The catalyst is CO. The product is [CH3:33][C@H:28]1[CH2:29][N:30]([CH3:37])[CH2:31][CH2:32][N:27]1[C:25]([C:21]1[CH:22]=[CH:23][CH:24]=[C:19]([C:12]2[C:11]3[C:16](=[CH:17][CH:18]=[C:9]([C:6]4[CH:7]=[N:8][C:3]([O:2][CH3:1])=[CH:4][CH:5]=4)[CH:10]=3)[N:15]=[CH:14][N:13]=2)[CH:20]=1)=[O:26]. The yield is 0.480.